Dataset: Peptide-MHC class I binding affinity with 185,985 pairs from IEDB/IMGT. Task: Regression. Given a peptide amino acid sequence and an MHC pseudo amino acid sequence, predict their binding affinity value. This is MHC class I binding data. (1) The peptide sequence is KSRRPLTTF. The MHC is Mamu-B03 with pseudo-sequence Mamu-B03. The binding affinity (normalized) is 0.319. (2) The peptide sequence is YAAQGYKVL. The MHC is HLA-A23:01 with pseudo-sequence HLA-A23:01. The binding affinity (normalized) is 0. (3) The peptide sequence is YLQAKSQVL. The MHC is HLA-B18:01 with pseudo-sequence HLA-B18:01. The binding affinity (normalized) is 0.0847. (4) The peptide sequence is KSINKVYGK. The MHC is HLA-C06:02 with pseudo-sequence HLA-C06:02. The binding affinity (normalized) is 0. (5) The peptide sequence is TPGPGVRYPL. The MHC is HLA-B15:01 with pseudo-sequence HLA-B15:01. The binding affinity (normalized) is 0. (6) The peptide sequence is KTKPPLPSVKK. The MHC is HLA-A24:02 with pseudo-sequence HLA-A24:02. The binding affinity (normalized) is 0. (7) The peptide sequence is QPRYPVNSV. The MHC is HLA-B07:02 with pseudo-sequence HLA-B07:02. The binding affinity (normalized) is 0.367. (8) The peptide sequence is QTVEMSPFY. The MHC is HLA-B44:02 with pseudo-sequence HLA-B44:02. The binding affinity (normalized) is 0.213. (9) The peptide sequence is FASFYYIWK. The MHC is HLA-A03:01 with pseudo-sequence HLA-A03:01. The binding affinity (normalized) is 0.511.